From a dataset of Catalyst prediction with 721,799 reactions and 888 catalyst types from USPTO. Predict which catalyst facilitates the given reaction. (1) Reactant: [NH2:1][C:2]1[CH:7]=[CH:6][C:5]([OH:8])=[C:4]([F:9])[CH:3]=1.CC(C)([O-])C.[K+].Cl[C:17]1[CH:22]=[CH:21][N:20]=[C:19]2[CH:23]=[C:24]([C:26]3[N:31]=[CH:30][C:29]([CH2:32][N:33]([CH2:41][CH2:42][O:43][CH3:44])[C:34](=[O:40])[O:35][C:36]([CH3:39])([CH3:38])[CH3:37])=[CH:28][CH:27]=3)[S:25][C:18]=12. Product: [NH2:1][C:2]1[CH:7]=[CH:6][C:5]([O:8][C:17]2[CH:22]=[CH:21][N:20]=[C:19]3[CH:23]=[C:24]([C:26]4[N:31]=[CH:30][C:29]([CH2:32][N:33]([CH2:41][CH2:42][O:43][CH3:44])[C:34](=[O:40])[O:35][C:36]([CH3:37])([CH3:38])[CH3:39])=[CH:28][CH:27]=4)[S:25][C:18]=23)=[C:4]([F:9])[CH:3]=1. The catalyst class is: 58. (2) Reactant: [NH2:1][C:2]1[CH:7]=[CH:6][CH:5]=[CH:4][CH:3]=1.C(=O)(O)[O-].[Na+].[F:13][C:14]1[CH:23]=[CH:22][C:17]([C:18](=[O:21])[CH2:19]Br)=[CH:16][CH:15]=1. Product: [NH:1]([CH2:19][C:18]([C:17]1[CH:22]=[CH:23][C:14]([F:13])=[CH:15][CH:16]=1)=[O:21])[C:2]1[CH:7]=[CH:6][CH:5]=[CH:4][CH:3]=1. The catalyst class is: 8.